Dataset: Reaction yield outcomes from USPTO patents with 853,638 reactions. Task: Predict the reaction yield, written as a fraction of the theoretical maximum amount of product (1.0 means a 100% yield; for example, 0.34 means a 34% yield). (1) The reactants are [H-].[Na+].[CH3:3][C:4]1([CH3:11])[O:8][C@@H:7]([CH2:9][OH:10])[CH2:6][O:5]1.[CH3:12][O:13][C:14]1[CH:21]=[CH:20][C:17]([CH2:18]Cl)=[CH:16][CH:15]=1.[Cl-].[NH4+]. The catalyst is CN(C=O)C.O1CCCC1. The product is [CH3:12][O:13][C:14]1[CH:21]=[CH:20][C:17]([CH2:18][O:10][CH2:9][C@H:7]2[CH2:6][O:5][C:4]([CH3:11])([CH3:3])[O:8]2)=[CH:16][CH:15]=1. The yield is 0.890. (2) The reactants are [C:1]([O:5][C:6]([N:8]([CH3:33])[C:9]([NH:25][C:26]([O:28][C:29]([CH3:32])([CH3:31])[CH3:30])=[O:27])=[N:10][O:11][CH2:12][CH2:13][NH:14]C(OCC1C=CC=CC=1)=O)=[O:7])([CH3:4])([CH3:3])[CH3:2]. The catalyst is CO.C(Cl)(Cl)Cl.[Pd]. The product is [C:1]([O:5][C:6]([N:8]([CH3:33])[C:9]([NH:25][C:26]([O:28][C:29]([CH3:32])([CH3:31])[CH3:30])=[O:27])=[N:10][O:11][CH2:12][CH2:13][NH2:14])=[O:7])([CH3:2])([CH3:4])[CH3:3]. The yield is 0.500. (3) The reactants are [Cl:1][C:2]1[CH:7]=[C:6]([NH:8]C(=O)C)[CH:5]=[C:4]([F:12])[C:3]=1[C:13]1[CH:18]=[CH:17][C:16]([S:19]([CH3:22])(=[O:21])=[O:20])=[CH:15][CH:14]=1.Cl. The catalyst is C(O)C. The product is [Cl:1][C:2]1[CH:7]=[C:6]([NH2:8])[CH:5]=[C:4]([F:12])[C:3]=1[C:13]1[CH:18]=[CH:17][C:16]([S:19]([CH3:22])(=[O:21])=[O:20])=[CH:15][CH:14]=1. The yield is 0.790. (4) The reactants are [Br:1][C:2]1[CH:10]=[C:9](/[CH:11]=[CH:12]/[CH:13]([C:18]2[CH:23]=[C:22]([Cl:24])[C:21]([Cl:25])=[C:20]([Cl:26])[CH:19]=2)[C:14]([F:17])([F:16])[F:15])[CH:8]=[CH:7][C:3]=1[C:4]([OH:6])=O.O.N1(O)C2C=CC=C[C:31]=2N=N1.CN(C(ON1N=NC2C=CC=CC1=2)=[N+](C)C)C.F[P-](F)(F)(F)(F)F.Cl.[F:63][C:64]([F:75])([F:74])[CH2:65][NH:66][C:67]([CH:69]([NH2:73])[CH:70](C)C)=[O:68].C(N(C(C)C)CC)(C)C. The catalyst is CC#N. The product is [Br:1][C:2]1[CH:10]=[C:9](/[CH:11]=[CH:12]/[CH:13]([C:18]2[CH:23]=[C:22]([Cl:24])[C:21]([Cl:25])=[C:20]([Cl:26])[CH:19]=2)[C:14]([F:15])([F:16])[F:17])[CH:8]=[CH:7][C:3]=1[C:4]([NH:73][C:69]([CH3:70])([CH3:31])[C:67](=[O:68])[NH:66][CH2:65][C:64]([F:63])([F:74])[F:75])=[O:6]. The yield is 0.550. (5) The reactants are [O:1]1[CH2:5][CH2:4][CH:3]([C:6]([OH:8])=O)[CH2:2]1.Cl.CN(C)CC[CH2:14][N:15]=[C:16]=[N:17]CC.O.O[N:23]1[C:27]2[CH:28]=[CH:29][CH:30]=C[C:26]=2[N:25]=N1.C(N(CC)C(C)C)(C)C.C(Cl)Cl.[C:44]12([CH2:54]C3N=C(N)C4CCNCC=4N=3)[CH2:53][CH:48]3[CH2:49][CH:50]([CH2:52][CH:46]([CH2:47]3)[CH2:45]1)[CH2:51]2. No catalyst specified. The product is [C:44]12([CH2:54][NH:17][C:16]3[C:28]4[CH2:29][CH2:30][N:25]([C:6]([CH:3]5[CH2:4][CH2:5][O:1][CH2:2]5)=[O:8])[CH2:26][C:27]=4[N:23]=[CH:14][N:15]=3)[CH2:51][CH:50]3[CH2:49][CH:48]([CH2:47][CH:46]([CH2:52]3)[CH2:45]1)[CH2:53]2. The yield is 0.800. (6) The product is [Br:1][C:2]1[S:6][C:5]([C:7]([O:9][CH3:10])=[O:8])=[C:4]([NH2:11])[CH:3]=1. The catalyst is C([O-])([O-])=O.[K+].[K+]. The reactants are [Br:1][C:2]1[S:6][C:5]([C:7]([O:9][CH3:10])=[O:8])=[C:4]([NH:11]C(=O)C(F)(F)F)[CH:3]=1.CO.O. The yield is 1.00. (7) The reactants are [C:1]([C:3]1[CH:8]=[CH:7][CH:6]=[CH:5][CH:4]=1)#[CH:2].[F:9][CH:10]([F:19])[O:11][C:12]1[CH:17]=[CH:16][C:15](I)=[CH:14][CH:13]=1.CN(C)C=O.C(N(CC)CC)C. The catalyst is [Cu]I.Cl[Pd](Cl)([P](C1C=CC=CC=1)(C1C=CC=CC=1)C1C=CC=CC=1)[P](C1C=CC=CC=1)(C1C=CC=CC=1)C1C=CC=CC=1.O. The yield is 0.760. The product is [F:9][CH:10]([F:19])[O:11][C:12]1[CH:17]=[CH:16][C:15]([C:2]#[C:1][C:3]2[CH:8]=[CH:7][CH:6]=[CH:5][CH:4]=2)=[CH:14][CH:13]=1. (8) The reactants are [O:1]1[CH:5]=[CH:4][C:3]([C:6]2[CH:14]=[CH:13][CH:12]=[C:11]3[C:7]=2[C:8]2([C:19]4=[CH:20][C:21]5[O:25][CH2:24][O:23][C:22]=5[CH:26]=[C:18]4[O:17][CH2:16]2)[C:9](=[O:15])[NH:10]3)=[CH:2]1. The catalyst is CS(C)=O. The product is [O:1]1[CH:5]=[CH:4][C:3]([C:6]2[CH:14]=[CH:13][CH:12]=[C:11]3[C:7]=2[C@:8]2([C:19]4=[CH:20][C:21]5[O:25][CH2:24][O:23][C:22]=5[CH:26]=[C:18]4[O:17][CH2:16]2)[C:9](=[O:15])[NH:10]3)=[CH:2]1. The yield is 0.750. (9) The reactants are Cl[C:2]1[N:7]=[C:6]([NH:8][C:9]([C:11]2([C:14]3[CH:24]=[CH:23][C:17]4[O:18][C:19]([F:22])([F:21])[O:20][C:16]=4[CH:15]=3)[CH2:13][CH2:12]2)=[O:10])[CH:5]=[CH:4][C:3]=1[CH3:25].[CH3:26][O:27][C:28]1[N:33]=[CH:32][C:31](B(O)O)=[C:30](C)[CH:29]=1.[C:38]([O-])([O-])=O.[Na+].[Na+]. The catalyst is COCCOC.C1C=CC([P]([Pd]([P](C2C=CC=CC=2)(C2C=CC=CC=2)C2C=CC=CC=2)([P](C2C=CC=CC=2)(C2C=CC=CC=2)C2C=CC=CC=2)[P](C2C=CC=CC=2)(C2C=CC=CC=2)C2C=CC=CC=2)(C2C=CC=CC=2)C2C=CC=CC=2)=CC=1. The product is [F:21][C:19]1([F:22])[O:18][C:17]2[CH:23]=[CH:24][C:14]([C:11]3([C:9]([NH:8][C:6]4[N:7]=[C:2]([C:29]5[C:28]([O:27][CH3:26])=[N:33][CH:32]=[C:31]([CH3:38])[CH:30]=5)[C:3]([CH3:25])=[CH:4][CH:5]=4)=[O:10])[CH2:13][CH2:12]3)=[CH:15][C:16]=2[O:20]1. The yield is 0.810.